From a dataset of Catalyst prediction with 721,799 reactions and 888 catalyst types from USPTO. Predict which catalyst facilitates the given reaction. (1) Reactant: [C:1]([NH:6][C@H:7]([C:13]([OH:15])=[O:14])[CH2:8][CH2:9]C(O)=O)(=[O:5])[C:2]([CH3:4])=[CH2:3].NC(C(O)=O)C[CH2:19][S:20]C.[OH-].[Na+].C(Cl)(=O)C(C)=C. Product: [C:1]([NH:6][CH:7]([C:13]([OH:15])=[O:14])[CH2:8][CH2:9][S:20][CH3:19])(=[O:5])[C:2]([CH3:4])=[CH2:3]. The catalyst class is: 6. (2) Reactant: [CH3:1][N:2]1[C:6]([NH:7][C:8](=[O:15])OCC(Cl)(Cl)Cl)=[CH:5][C:4]([CH3:16])=[N:3]1.[C:17]1([C:23]2[N:27]=[C:26]([N:28]3[CH2:33][CH2:32][NH:31][CH2:30][CH2:29]3)[S:25][N:24]=2)[CH:22]=[CH:21][CH:20]=[CH:19][CH:18]=1.C(N(C(C)C)CC)(C)C.O. Product: [CH3:1][N:2]1[C:6]([NH:7][C:8]([N:31]2[CH2:32][CH2:33][N:28]([C:26]3[S:25][N:24]=[C:23]([C:17]4[CH:22]=[CH:21][CH:20]=[CH:19][CH:18]=4)[N:27]=3)[CH2:29][CH2:30]2)=[O:15])=[CH:5][C:4]([CH3:16])=[N:3]1. The catalyst class is: 16. (3) Reactant: [NH2:1][C:2]1[N:3]([CH3:22])[C:4](=[O:21])[C@:5]2([N:20]=1)[C:14]1[CH:13]=[C:12](Br)[CH:11]=[CH:10][C:9]=1[O:8][C@H:7]1[CH2:16][CH2:17][CH2:18][O:19][C@H:6]21.[F:23][C:24]1[C:29](B(O)O)=[CH:28][CH:27]=[CH:26][N:25]=1.C(=O)([O-])[O-].[K+].[K+]. Product: [NH2:1][C:2]1[N:3]([CH3:22])[C:4](=[O:21])[C@:5]2([N:20]=1)[C:14]1[CH:13]=[C:12]([C:29]3[C:24]([F:23])=[N:25][CH:26]=[CH:27][CH:28]=3)[CH:11]=[CH:10][C:9]=1[O:8][C@H:7]1[CH2:16][CH2:17][CH2:18][O:19][C@H:6]21. The catalyst class is: 77. (4) Reactant: [H-].[Al+3].[Li+].[H-].[H-].[H-].[Cl:7][C:8]1[CH:9]=[C:10]([C:15]2[O:19][C:18](/[CH:20]=[CH:21]/[NH2:22])=[CH:17][CH:16]=2)[CH:11]=[CH:12][C:13]=1[Cl:14].CO.O. Product: [Cl:7][C:8]1[CH:9]=[C:10]([C:15]2[O:19][C:18]([CH2:20][CH2:21][NH2:22])=[CH:17][CH:16]=2)[CH:11]=[CH:12][C:13]=1[Cl:14]. The catalyst class is: 1.